This data is from Experimentally validated miRNA-target interactions with 360,000+ pairs, plus equal number of negative samples. The task is: Binary Classification. Given a miRNA mature sequence and a target amino acid sequence, predict their likelihood of interaction. (1) The miRNA is mmu-miR-582-5p with sequence AUACAGUUGUUCAACCAGUUAC. The protein sequence of the target gene is MDVLASYSIFQELQLVHDTGYFSALPSLEETWQQTCLELERYLQTEPRRISETFGEDLDCFLHASPPPCIEESFRRLDPLLLPVEAAICEKSSAVDILLSRDKLLSETCLSLQPASSSLDSYTAVNQAQLNAVTSLTPPSSPELSRHLVKTSQTLSAVDGTVTLKLVAKKAALSSVKVGGVATAAAAVTAAGAVKSGQSDSDQGGLGAEACPENKKRVHRCQFNGCRKVYTKSSHLKAHQRTHTGEKPYKCSWEGCEWRFARSDELTRHYRKHTGAKPFKCNHCDRCFSRSDHLALHMKR.... Result: 0 (no interaction). (2) The miRNA is hsa-miR-1305 with sequence UUUUCAACUCUAAUGGGAGAGA. The protein sequence of the target gene is MAASPVLPTEDGEGFLGIDDLHFSLQAEQEDTQKKTFTCWINSQLAKHTPPSVVSDLFADIKKGHVLLDLLEVLSGQQLPRDKGSNTFQCRINIEHALTFLKNRSIKLINIHVADIVEGNPSIILGLIWTIILHFHIEKLAQTLSCDYNQPSPEVVSVAASSPTSSPPTKKCSKAQAQARWQWSAKKALLQWAQEQCARSESVNVTDFKSSWRNGMAFLAVIHALRPDLIDMDSMRHRSNKDNLKEAFRIAEHELKIPKLLEPEDVDVVNPDEKSIMTYVAQFLKYSKDAPGPGDSTQAK.... Result: 0 (no interaction). (3) The protein sequence of the target gene is MAAQVAPAAASSLGNPPPPPSELKKAEQQQREEAGGEAAAAAAERGEMKAAAGQESEGPAVGPPQPLGKELQDGAESNGGGGGGGAGSGGGPGAEPDLKNSNGNAGPRPALNNNLPEPPGGGGGGGSSSSDGVGAPPHSAAAALPPPAYGFGQAYGRSPSAVAAAAAAVFHQQHGGQQSPGLAALQSGGGGGLEPYAGPQQNSHDHGFPNHQYNSYYPNRSAYPPPPQAYALSSPRGGTPGSGAAAAAGSKPPPSSSASASSSSSSFAQQRFGAMGGGGPSAAGGGTPQPTATPTLNQLL.... The miRNA is mmu-miR-340-5p with sequence UUAUAAAGCAAUGAGACUGAUU. Result: 1 (interaction). (4) The miRNA is mmu-miR-5118 with sequence AAGGUUAGGCCAGCCUGGU. The protein sequence of the target gene is MARTTSQLYDAVPIQSSVVLCSCPSPSMVRSQTEPGSSPGIPSGVSRQGSTMDGTTAEARPSTNPLQQHPAQLPPQPRKKRPEDFKFGKILGEGSFSTVVLARELATSREYAIKILEKRHIIKENKVPYVTRERDVMSRLDHPFFVKLYFTFQDDEKLYFGLSYAKNGELLKYIRKIGSFDETCTRFYTAEIVSALEYLHGKGIIHRDLKPENILLNEDMHIQITDFGTAKVLSPESKQARANSFVGTAQYVSPELLTEKSACKSSDLWALGCIIYQLVAGLPPFRAGNEYLIFQKIIKL.... Result: 0 (no interaction). (5) The miRNA is hsa-miR-4640-5p with sequence UGGGCCAGGGAGCAGCUGGUGGG. The protein sequence of the target gene is MAGSRLETVGSIFSRTRDLVRAGVLKEKPLWFDVYDAFPPLREPVFQRPRVRYGKAKAPIQDIWYHEDRIRAKFYSVYGSGQRAFDLFNPNFKSTCQRFVEKYTELQKLGETDEEKLFVETGKALLAEGVILRRVGEARTQHGGSHVSRKSEHLSVRPQTALEENETQKEVPQDQHLEAPADQSKGLLPP. Result: 1 (interaction). (6) The miRNA is hsa-miR-155-5p with sequence UUAAUGCUAAUCGUGAUAGGGGUU. Result: 1 (interaction). The protein sequence of the target gene is MIPPQEASARRREIEDKLKQEEETLSFIRDSLEKSDQLTKNMVSILSSFESRLMKLENSIIPVHKQTENLQRLQENVEKTLSCLDHVISYYHVASDTEKIIREGPTGRLEEYLGSMAKIQKAVEYFQDNSPDSPELNKVKLLFERGKEALESEFRSLMTRHSKVVSPVLILDLISGDDDLEAQEDVTLEHLPESVLQDVIRISRWLVEYGRNQDFMNVYYQIRSSQLDRSIKGLKEHFHKSSSSSGVPYSPAIPNKRKDTPTKKPVKRPGTIRKAQNLLKQYSQHGLDGKKGGSNLIPLE....